Task: Predict the reaction yield, written as a fraction of the theoretical maximum amount of product (1.0 means a 100% yield; for example, 0.34 means a 34% yield).. Dataset: Reaction yield outcomes from USPTO patents with 853,638 reactions (1) The reactants are [CH2:1]([O:3][C:4]([CH:6]1[CH2:11][CH2:10][CH:9]([CH3:12])[CH2:8][CH:7]1O)=[O:5])[CH3:2].C1(P([N:28]=[N+:29]=[N-:30])(C2C=CC=CC=2)=O)C=CC=CC=1.C1(P(C2C=CC=CC=2)C2C=CC=CC=2)C=CC=CC=1.N(C(OCC)=O)=NC(OCC)=O. The catalyst is C1COCC1. The product is [CH2:1]([O:3][C:4]([CH:6]1[CH2:11][CH2:10][CH:9]([CH3:12])[CH2:8][CH:7]1[N:28]=[N+:29]=[N-:30])=[O:5])[CH3:2]. The yield is 0.650. (2) The reactants are [Cl:1][C:2]1[CH:3]=[C:4]([N:9]2[C:13]([C:14]([Cl:17])([Cl:16])[Cl:15])=[N:12][C:11]([C:18]([OH:20])=O)=[N:10]2)[CH:5]=[CH:6][C:7]=1[Cl:8].C(Cl)(=O)C([Cl:24])=O. The catalyst is ClCCl.CN(C=O)C. The product is [Cl:1][C:2]1[CH:3]=[C:4]([N:9]2[C:13]([C:14]([Cl:17])([Cl:16])[Cl:15])=[N:12][C:11]([C:18]([Cl:24])=[O:20])=[N:10]2)[CH:5]=[CH:6][C:7]=1[Cl:8]. The yield is 0.990.